Dataset: Full USPTO retrosynthesis dataset with 1.9M reactions from patents (1976-2016). Task: Predict the reactants needed to synthesize the given product. (1) The reactants are: C([O:5][C:6](=[O:51])[C:7]([O:10]/[N:11]=[C:12](/[C:38]1[N:39]=[C:40]([NH:43]C(OC(C)(C)C)=O)[S:41][CH:42]=1)\[C:13]([NH:15][C@@H:16]1[C:19](=[O:20])[N:18]([S:21]([OH:24])(=[O:23])=[O:22])[C@@H:17]1[CH2:25][N:26]1[CH:30]=[C:29]([C:31]([O:33]C(C)(C)C)=[O:32])[N:28]=[N:27]1)=[O:14])([CH3:9])[CH3:8])(C)(C)C.C(O)(C(F)(F)F)=O. Given the product [NH2:43][C:40]1[S:41][CH:42]=[C:38](/[C:12](=[N:11]/[O:10][C:7]([C:6]([OH:51])=[O:5])([CH3:9])[CH3:8])/[C:13]([NH:15][C@@H:16]2[C:19](=[O:20])[N:18]([S:21]([OH:24])(=[O:22])=[O:23])[C@@H:17]2[CH2:25][N:26]2[CH:30]=[C:29]([C:31]([OH:33])=[O:32])[N:28]=[N:27]2)=[O:14])[N:39]=1, predict the reactants needed to synthesize it. (2) The reactants are: [NH:1]1[CH2:5][CH2:4][CH2:3][CH2:2]1.P([O-])([O-])([O-])=O.[K+].[K+].[K+].FC(F)(F)S(O[C:20]1[CH:21]=[C:22]([CH:27]=[C:28]([C:30]2[N:34]([CH2:35][O:36][CH2:37][CH2:38][Si](C)(C)C)[N:33]=[N:32][N:31]=2)[CH:29]=1)[C:23]([O:25][CH3:26])=[O:24])(=O)=O. Given the product [CH2:37]([O:36][CH2:35][N:34]1[C:30]([C:28]2[CH:27]=[C:22]([CH:21]=[C:20]([N:1]3[CH2:5][CH2:4][CH2:3][CH2:2]3)[CH:29]=2)[C:23]([O:25][CH3:26])=[O:24])=[N:31][N:32]=[N:33]1)[CH3:38], predict the reactants needed to synthesize it.